The task is: Predict the reaction yield, written as a fraction of the theoretical maximum amount of product (1.0 means a 100% yield; for example, 0.34 means a 34% yield).. This data is from Reaction yield outcomes from USPTO patents with 853,638 reactions. (1) The reactants are [NH2:1][C:2]1[CH:7]=[CH:6][CH:5]=[C:4]([NH2:8])[C:3]=1[NH:9][CH2:10][CH2:11][CH2:12][C:13]([O:15][CH2:16][CH3:17])=[O:14].[O:18]1CCC[CH2:19]1. No catalyst specified. The product is [NH2:8][C:4]1[C:3]2[N:9]([CH2:10][CH2:11][CH2:12][C:13]([O:15][CH2:16][CH3:17])=[O:14])[C:19](=[O:18])[NH:1][C:2]=2[CH:7]=[CH:6][CH:5]=1. The yield is 0.680. (2) The reactants are [O-]P([O-])([O-])=O.[K+].[K+].[K+].[CH2:9]([NH2:16])[C:10]1[CH:15]=[CH:14][CH:13]=[CH:12][CH:11]=1.I[C:18]1[CH:19]=[C:20]([N+:24]([O-:26])=[O:25])[CH:21]=[CH:22][CH:23]=1.C(O)CO. The catalyst is [Cu]I.CCCCCC.C(OCC)(=O)C.CC(O)C. The product is [N+:24]([C:20]1[CH:19]=[C:18]([NH:16][CH2:9][C:10]2[CH:15]=[CH:14][CH:13]=[CH:12][CH:11]=2)[CH:23]=[CH:22][CH:21]=1)([O-:26])=[O:25]. The yield is 0.720. (3) The reactants are [Br:1][C:2]1[CH:3]=[C:4]([N:8]2[C:16]3[C:11](=[CH:12][C:13]([N:17]4[CH:21]=[C:20]([CH3:22])[N:19]=[CH:18]4)=[CH:14][CH:15]=3)[C:10]([C:23]([O:25]C)=O)=[N:9]2)[CH:5]=[CH:6][CH:7]=1.C([NH2:29])=O. No catalyst specified. The product is [Br:1][C:2]1[CH:3]=[C:4]([N:8]2[C:16]3[C:11](=[CH:12][C:13]([N:17]4[CH:21]=[C:20]([CH3:22])[N:19]=[CH:18]4)=[CH:14][CH:15]=3)[C:10]([C:23]([NH2:29])=[O:25])=[N:9]2)[CH:5]=[CH:6][CH:7]=1. The yield is 0.990. (4) The reactants are Br[C:2]1[N:7]=[N:6][C:5]([NH2:8])=[N:4][C:3]=1[C:9]1[CH:14]=[CH:13][CH:12]=[C:11]([O:15][CH3:16])[CH:10]=1.[Cl:17][C:18]1[CH:19]=[C:20](B(O)O)[CH:21]=[CH:22][CH:23]=1. No catalyst specified. The product is [Cl:17][C:18]1[CH:23]=[C:22]([C:2]2[N:7]=[N:6][C:5]([NH2:8])=[N:4][C:3]=2[C:9]2[CH:14]=[CH:13][CH:12]=[C:11]([O:15][CH3:16])[CH:10]=2)[CH:21]=[CH:20][CH:19]=1. The yield is 0.0900. (5) The reactants are [C:1]([O:5][C:6]([NH:8][C@@H:9]([CH2:13][CH:14]1[CH2:19][CH2:18][CH2:17][CH2:16][O:15]1)[C:10]([OH:12])=O)=[O:7])([CH3:4])([CH3:3])[CH3:2].Cl.[OH:21][C@@H:22]([CH2:52]O)[CH2:23][N:24]1[CH:28]=[CH:27][C:26]([NH:29]C(=O)[C@@H](N2CC(OC3C=CC=C(Cl)C=3Cl)=CC2=O)CC(C)C)=[N:25]1.F[P-](F)(F)(F)(F)F.N1(O[P+](N(C)C)(N(C)C)N(C)C)C2C=CC=C[C:64]=2N=N1.C(N(CC)C(C)C)(C)C. The catalyst is CN(C)C=O. The product is [C:1]([O:5][C:6](=[O:7])[NH:8][C@H:9]([C:10](=[O:12])[NH:29][C:26]1[CH:27]=[CH:28][N:24]([CH2:23][C:22]([OH:21])([CH3:52])[CH3:64])[N:25]=1)[CH2:13][CH:14]1[CH2:19][CH2:18][CH2:17][CH2:16][O:15]1)([CH3:2])([CH3:3])[CH3:4]. The yield is 0.570. (6) The reactants are [Cl:1][C:2]1[N:7]=[CH:6][C:5]([S:8](Cl)(=[O:10])=[O:9])=[CH:4][CH:3]=1.[CH3:12][N:13]([CH3:17])[CH2:14][CH2:15][NH2:16]. No catalyst specified. The product is [Cl:1][C:2]1[N:7]=[CH:6][C:5]([S:8]([NH:16][CH2:15][CH2:14][N:13]([CH3:17])[CH3:12])(=[O:10])=[O:9])=[CH:4][CH:3]=1. The yield is 0.720. (7) The reactants are [Cl:1][C:2]1[N:3]=[C:4]([C:12]([O:14][CH2:15][CH3:16])=C)[C:5]2[CH:10]=[CH:9][N:8]([CH3:11])[C:6]=2[N:7]=1.[Mn]([O-])(=O)(=O)=[O:18].[K+]. No catalyst specified. The product is [Cl:1][C:2]1[N:3]=[C:4]([C:12]([O:14][CH2:15][CH3:16])=[O:18])[C:5]2[CH:10]=[CH:9][N:8]([CH3:11])[C:6]=2[N:7]=1. The yield is 0.450. (8) The reactants are Cl[C:2]1[C:11]2[C:6](=[CH:7][CH:8]=[CH:9][CH:10]=2)[N:5]=[C:4]([C:12]2[CH:17]=[CH:16][CH:15]=[CH:14][C:13]=2[OH:18])[N:3]=1.[NH:19]1[CH2:24][CH2:23][NH:22][CH2:21][CH2:20]1.C(N(CC)CC)C. The catalyst is C(Cl)Cl. The product is [N:19]1([C:2]2[C:11]3[C:6](=[CH:7][CH:8]=[CH:9][CH:10]=3)[N:5]=[C:4]([C:12]3[CH:17]=[CH:16][CH:15]=[CH:14][C:13]=3[OH:18])[N:3]=2)[CH2:24][CH2:23][NH:22][CH2:21][CH2:20]1. The yield is 0.830. (9) The reactants are P(Cl)(Cl)(Cl)=O.[NH:6]1[C:14]2[C:9](=[CH:10][CH:11]=[C:12]3[O:17][CH2:16][CH2:15][C:13]3=2)[CH:8]=[CH:7]1.[OH-].[Na+].O.CN(C)[C:23](=[O:25])[CH3:24]. No catalyst specified. The product is [C:23]([C:8]1[C:9]2[C:14](=[C:13]3[CH2:15][CH2:16][O:17][C:12]3=[CH:11][CH:10]=2)[NH:6][CH:7]=1)(=[O:25])[CH3:24]. The yield is 0.860. (10) The reactants are CS(O)(=O)=O.[NH2:6][CH2:7][C:8]1[CH:9]=[C:10]2[C:14](=[CH:15][CH:16]=1)[C:13](=[O:17])[N:12]([CH:18]1[CH2:23][CH2:22][C:21](=[O:24])[NH:20][C:19]1=[O:25])[CH2:11]2.[C:26]([C:30]1[CH:38]=[CH:37][C:33]([C:34](Cl)=[O:35])=[CH:32][CH:31]=1)([CH3:29])([CH3:28])[CH3:27].Cl. The catalyst is C(#N)C. The product is [C:26]([C:30]1[CH:31]=[CH:32][C:33]([C:34]([NH:6][CH2:7][C:8]2[CH:9]=[C:10]3[C:14](=[CH:15][CH:16]=2)[C:13](=[O:17])[N:12]([CH:18]2[CH2:23][CH2:22][C:21](=[O:24])[NH:20][C:19]2=[O:25])[CH2:11]3)=[O:35])=[CH:37][CH:38]=1)([CH3:29])([CH3:27])[CH3:28]. The yield is 0.920.